From a dataset of Peptide-MHC class I binding affinity with 185,985 pairs from IEDB/IMGT. Regression. Given a peptide amino acid sequence and an MHC pseudo amino acid sequence, predict their binding affinity value. This is MHC class I binding data. (1) The peptide sequence is LTYVQLESR. The MHC is HLA-A11:01 with pseudo-sequence HLA-A11:01. The binding affinity (normalized) is 0.316. (2) The peptide sequence is IVISPMGKL. The MHC is HLA-A02:01 with pseudo-sequence HLA-A02:01. The binding affinity (normalized) is 0.372.